Dataset: Retrosynthesis with 50K atom-mapped reactions and 10 reaction types from USPTO. Task: Predict the reactants needed to synthesize the given product. (1) Given the product NC(=O)N1CCC(Br)C1=O, predict the reactants needed to synthesize it. The reactants are: NC(N)=O.O=C(Cl)C(Br)CCBr. (2) Given the product Cc1nc2ccc(-c3ccccc3Cl)c(C#N)c2n1C, predict the reactants needed to synthesize it. The reactants are: CC(=O)O.CNc1c(N)ccc(-c2ccccc2Cl)c1C#N. (3) Given the product CC[C@H](O)CC(=O)N[C@H]1CC[C@H](CCN2CCCCC2c2coc3cccc-3c2)CC1, predict the reactants needed to synthesize it. The reactants are: CC[C@H](O)CC(=O)OC.N[C@H]1CC[C@H](CCN2CCCCC2c2coc3cccc-3c2)CC1. (4) Given the product COC(=O)CCCCC=C1CCCCC1, predict the reactants needed to synthesize it. The reactants are: COC(=O)CCCCC=O.c1ccc([P+](c2ccccc2)(c2ccccc2)C2CCCCC2)cc1. (5) Given the product CN=C1CCC=Cc2cc3c(ccn3C)cc21, predict the reactants needed to synthesize it. The reactants are: CN.Cn1ccc2cc3c(cc21)C=CCCC3=O. (6) Given the product CC(C)(C)[Si](C)(C)Oc1ccc(-c2cnc(N)c(/C=C/c3ccccc3)n2)cc1, predict the reactants needed to synthesize it. The reactants are: CC(C)(C)[Si](C)(C)Oc1ccc(-c2cnc(N)c(Br)n2)cc1.OB(O)/C=C/c1ccccc1.